Dataset: Forward reaction prediction with 1.9M reactions from USPTO patents (1976-2016). Task: Predict the product of the given reaction. (1) Given the reactants [CH3:1][N:2]([CH3:24])[C:3](=[O:23])[O:4][C:5]1[CH:10]=[CH:9][CH:8]=[C:7]([NH:11][C:12]([C:14]2([CH2:20][O:21][CH3:22])[CH2:19][CH2:18][NH:17][CH2:16][CH2:15]2)=[O:13])[CH:6]=1.C(N(CC)C(C)C)(C)C.Cl[C:35]1[C:36]2[C:43]([CH3:44])=[CH:42][NH:41][C:37]=2[N:38]=[CH:39][N:40]=1, predict the reaction product. The product is: [CH3:24][N:2]([CH3:1])[C:3](=[O:23])[O:4][C:5]1[CH:10]=[CH:9][CH:8]=[C:7]([NH:11][C:12]([C:14]2([CH2:20][O:21][CH3:22])[CH2:15][CH2:16][N:17]([C:35]3[C:36]4[C:43]([CH3:44])=[CH:42][NH:41][C:37]=4[N:38]=[CH:39][N:40]=3)[CH2:18][CH2:19]2)=[O:13])[CH:6]=1. (2) Given the reactants [CH3:1][O:2][C:3](=[O:33])[CH2:4][C@H:5]1[C:9]2[CH:10]=[CH:11][C:12]([O:14][C@H:15]3[C:23]4[C:18](=[C:19]([O:25][C:26]5[CH:31]=[CH:30][C:29](I)=[CH:28][N:27]=5)[CH:20]=[CH:21][C:22]=4[F:24])[CH2:17][CH2:16]3)=[CH:13][C:8]=2[O:7][CH2:6]1.[O:34]1[CH2:38][CH2:37][C@H:36]([OH:39])[CH2:35]1, predict the reaction product. The product is: [CH3:1][O:2][C:3](=[O:33])[CH2:4][C@H:5]1[C:9]2[CH:10]=[CH:11][C:12]([O:14][C@H:15]3[C:23]4[C:18](=[C:19]([O:25][C:26]5[CH:31]=[CH:30][C:29]([O:39][C@H:36]6[CH2:37][CH2:38][O:34][CH2:35]6)=[CH:28][N:27]=5)[CH:20]=[CH:21][C:22]=4[F:24])[CH2:17][CH2:16]3)=[CH:13][C:8]=2[O:7][CH2:6]1. (3) Given the reactants [I:1][C:2]1[CH:3]=[C:4]([CH:8]=[C:9]([C:11]([O:13][CH3:14])=[O:12])[CH:10]=1)[C:5]([OH:7])=O.C(N(CC)CC)C.[CH2:22]([NH:25][CH2:26][CH2:27][CH3:28])[CH2:23][CH3:24].[I-].ClC1C=CC=C[N+]=1C, predict the reaction product. The product is: [CH2:22]([N:25]([CH2:26][CH2:27][CH3:28])[C:5]([C:4]1[CH:8]=[C:9]([CH:10]=[C:2]([I:1])[CH:3]=1)[C:11]([O:13][CH3:14])=[O:12])=[O:7])[CH2:23][CH3:24].